This data is from Forward reaction prediction with 1.9M reactions from USPTO patents (1976-2016). The task is: Predict the product of the given reaction. Given the reactants F[C:2]1[CH:25]=[CH:24][C:5]([CH2:6][N:7]2[C:11](=[O:12])[N:10]([C:13]3[S:17][C:16]([C:18]([O:20]CC)=[O:19])=[C:15]([CH3:23])[CH:14]=3)[CH:9]=[N:8]2)=[CH:4][CH:3]=1.C(N1C(=O)N(C2SC(C(OCC)=O)=C(C)C=2)C=N1)C1C=CC=CC=1, predict the reaction product. The product is: [CH2:6]([N:7]1[C:11](=[O:12])[N:10]([C:13]2[S:17][C:16]([C:18]([OH:20])=[O:19])=[C:15]([CH3:23])[CH:14]=2)[CH:9]=[N:8]1)[C:5]1[CH:24]=[CH:25][CH:2]=[CH:3][CH:4]=1.